This data is from Reaction yield outcomes from USPTO patents with 853,638 reactions. The task is: Predict the reaction yield, written as a fraction of the theoretical maximum amount of product (1.0 means a 100% yield; for example, 0.34 means a 34% yield). The product is [NH2:1][C:2]1[CH:9]=[CH:8][CH:7]=[C:6]([C:14]#[C:13][C:12]([CH3:16])([CH3:15])[CH3:11])[C:3]=1[C:4]#[N:5]. The yield is 0.930. The catalyst is COCCOC.O.[Cu]I.C1C=CC([P]([Pd]([P](C2C=CC=CC=2)(C2C=CC=CC=2)C2C=CC=CC=2)([P](C2C=CC=CC=2)(C2C=CC=CC=2)C2C=CC=CC=2)[P](C2C=CC=CC=2)(C2C=CC=CC=2)C2C=CC=CC=2)(C2C=CC=CC=2)C2C=CC=CC=2)=CC=1. The reactants are [NH2:1][C:2]1[CH:9]=[CH:8][CH:7]=[C:6](Br)[C:3]=1[C:4]#[N:5].[CH3:11][C:12]([CH3:16])([CH3:15])[C:13]#[CH:14].C([O-])([O-])=O.[K+].[K+].